Task: Predict the reaction yield, written as a fraction of the theoretical maximum amount of product (1.0 means a 100% yield; for example, 0.34 means a 34% yield).. Dataset: Reaction yield outcomes from USPTO patents with 853,638 reactions (1) The catalyst is C(O)CCC. The product is [CH3:9][N:10]1[C:22]2[CH2:21][CH2:20][CH:7]([CH2:6][N:3]3[CH:2]=[CH:30][N:31]=[C:4]3[CH3:5])[C:18](=[O:23])[C:17]=2[C:16]2[C:11]1=[CH:12][CH:13]=[CH:14][CH:15]=2. The yield is 0.320. The reactants are O1[CH2:5][CH2:4][N:3]([CH2:6][CH2:7]O)[CH2:2]1.[CH3:9][N:10]1[C:22]2[CH2:21][CH2:20]C[C:18](=[O:23])[C:17]=2[C:16]2[C:11]1=[CH:12][CH:13]=[CH:14][CH:15]=2.CS(O)(=O)=O.C[C:30]1[NH:31]C=CN=1. (2) The reactants are [OH-].[Na+].[CH3:3][N:4]([CH2:14][C:15]1[CH:16]=[C:17]([C:21]2[S:25][C:24]([CH:26]=[CH:27][C:28]([O:30]C)=[O:29])=[CH:23][CH:22]=2)[CH:18]=[CH:19][CH:20]=1)[C:5](=[O:13])[CH2:6][CH2:7][CH2:8][CH2:9][CH2:10][CH2:11][CH3:12].O1CCCC1.CO.O. The catalyst is C(O)(=O)C. The product is [CH3:3][N:4]([CH2:14][C:15]1[CH:16]=[C:17]([C:21]2[S:25][C:24]([CH:26]=[CH:27][C:28]([OH:30])=[O:29])=[CH:23][CH:22]=2)[CH:18]=[CH:19][CH:20]=1)[C:5](=[O:13])[CH2:6][CH2:7][CH2:8][CH2:9][CH2:10][CH2:11][CH3:12]. The yield is 0.730.